This data is from Catalyst prediction with 721,799 reactions and 888 catalyst types from USPTO. The task is: Predict which catalyst facilitates the given reaction. (1) Product: [CH3:48][N:45]1[CH2:46][CH2:47][N:42]([C:32]2[CH:31]=[C:30]([CH:35]=[C:34]([S:36]([F:41])([F:38])([F:37])([F:39])[F:40])[CH:33]=2)[C:29]([NH:28][C:23]2[CH:24]=[CH:25][C:26]([CH3:27])=[C:21]([N:20]3[C:15]4[N:16]([N:17]=[C:13]([C:11]5[CH:10]=[N:9][NH:8][CH:12]=5)[CH:14]=4)[CH:18]=[CH:19]3)[CH:22]=2)=[O:49])[CH2:43][CH2:44]1. Reactant: COC1C=CC(C[N:8]2[CH:12]=[C:11]([C:13]3[CH:14]=[C:15]4[N:20]([C:21]5[CH:22]=[C:23]([NH:28][C:29](=[O:49])[C:30]6[CH:35]=[C:34]([S:36]([F:41])([F:40])([F:39])([F:38])[F:37])[CH:33]=[C:32]([N:42]7[CH2:47][CH2:46][N:45]([CH3:48])[CH2:44][CH2:43]7)[CH:31]=6)[CH:24]=[CH:25][C:26]=5[CH3:27])[CH:19]=[CH:18][N:16]4[N:17]=3)[CH:10]=[N:9]2)=CC=1. The catalyst class is: 55. (2) Product: [NH2:28][C:29]1([CH2:44][C:45]#[CH:46])[CH2:34][CH2:33][CH2:32][N:31]([CH2:35][O:36][CH2:37][CH2:38][Si:39]([CH3:41])([CH3:40])[CH3:42])[C:30]1=[O:43]. The catalyst class is: 1. Reactant: O.C(O)(=O)CC(CC(O)=O)(C(O)=O)O.C(=[N:28][C:29]1([CH2:44][C:45]#[CH:46])[CH2:34][CH2:33][CH2:32][N:31]([CH2:35][O:36][CH2:37][CH2:38][Si:39]([CH3:42])([CH3:41])[CH3:40])[C:30]1=[O:43])(C1C=CC=CC=1)C1C=CC=CC=1. (3) Reactant: [F:1][C:2]1[C:7]([NH2:8])=[CH:6][CH:5]=[C:4]([F:9])[C:3]=1[NH:10][C:11]1[C:16]([C:17]2[N:25]=[CH:24][N:23]=[C:22]3[C:18]=2[N:19]=[CH:20][N:21]3[CH:26]2[CH2:31][CH2:30][CH2:29][CH2:28][O:27]2)=[CH:15][CH:14]=[CH:13][N:12]=1.[S:32]1[CH:36]=[CH:35][C:34]([S:37](Cl)(=[O:39])=[O:38])=[CH:33]1.N1C=CC=CC=1. Product: [F:1][C:2]1[C:3]([NH:10][C:11]2[C:16]([C:17]3[N:25]=[CH:24][N:23]=[C:22]4[C:18]=3[N:19]=[CH:20][N:21]4[CH:26]3[CH2:31][CH2:30][CH2:29][CH2:28][O:27]3)=[CH:15][CH:14]=[CH:13][N:12]=2)=[C:4]([F:9])[CH:5]=[CH:6][C:7]=1[NH:8][S:37]([C:34]1[CH:35]=[CH:36][S:32][CH:33]=1)(=[O:39])=[O:38]. The catalyst class is: 4. (4) Reactant: [NH2:1][C:2]1[CH:7]=[C:6]([F:8])[C:5]([F:9])=[CH:4][C:3]=1[NH:10][C:11]([NH:13][C:14]1[C:18]([Cl:19])=[CH:17][S:16][CH:15]=1)=S.[OH-].[Na+].C1(C)C=CC(S([Cl:31])(=O)=O)=CC=1. Product: [ClH:19].[Cl:31][C:15]1[S:16][CH:17]=[C:18]([Cl:19])[C:14]=1[NH:13][C:11]1[NH:10][C:3]2[CH:4]=[C:5]([F:9])[C:6]([F:8])=[CH:7][C:2]=2[N:1]=1. The catalyst class is: 20. (5) Reactant: [F:1][C:2]1[CH:3]=[C:4]([SH:11])[C:5](=[CH:9][CH:10]=1)[C:6]([OH:8])=O.[C:12]([C:14]1[CH:19]=[C:18]([CH2:20][CH2:21][C:22]([O:24][C:25]([CH3:28])([CH3:27])[CH3:26])=[O:23])[CH:17]=[CH:16][N:15]=1)#[N:13]. Product: [F:1][C:2]1[CH:10]=[CH:9][C:5]2[C:6](=[O:8])[N:13]=[C:12]([C:14]3[CH:19]=[C:18]([CH2:20][CH2:21][C:22]([O:24][C:25]([CH3:28])([CH3:27])[CH3:26])=[O:23])[CH:17]=[CH:16][N:15]=3)[S:11][C:4]=2[CH:3]=1. The catalyst class is: 17. (6) Reactant: C([Li])CCC.[Cl-].[CH3:7][O:8][CH2:9][CH2:10][CH2:11][N:12]1[C:17]2[CH:18]=[C:19]([CH2:22][P+](C3C=CC=CC=3)(C3C=CC=CC=3)C3C=CC=CC=3)[CH:20]=[CH:21][C:16]=2[O:15][CH2:14][C:13]1=[O:42].[CH:43]([C@@H:45]1[C@@H:50]([C:51]2[CH:60]=[CH:59][C:54]([C:55]([O:57][CH3:58])=[O:56])=[CH:53][CH:52]=2)[C@H:49]([O:61][Si:62]([CH:69]([CH3:71])[CH3:70])([CH:66]([CH3:68])[CH3:67])[CH:63]([CH3:65])[CH3:64])[CH2:48][N:47]([S:72]([C:75]2[CH:80]=[CH:79][C:78]([CH3:81])=[CH:77][CH:76]=2)(=[O:74])=[O:73])[CH2:46]1)=O.[Cl-].[NH4+]. Product: [CH3:7][O:8][CH2:9][CH2:10][CH2:11][N:12]1[C:17]2[CH:18]=[C:19]([CH:22]=[CH:43][C@@H:45]3[C@@H:50]([C:51]4[CH:52]=[CH:53][C:54]([C:55]([O:57][CH3:58])=[O:56])=[CH:59][CH:60]=4)[C@H:49]([O:61][Si:62]([CH:63]([CH3:64])[CH3:65])([CH:66]([CH3:67])[CH3:68])[CH:69]([CH3:70])[CH3:71])[CH2:48][N:47]([S:72]([C:75]4[CH:80]=[CH:79][C:78]([CH3:81])=[CH:77][CH:76]=4)(=[O:74])=[O:73])[CH2:46]3)[CH:20]=[CH:21][C:16]=2[O:15][CH2:14][C:13]1=[O:42]. The catalyst class is: 7.